This data is from Forward reaction prediction with 1.9M reactions from USPTO patents (1976-2016). The task is: Predict the product of the given reaction. (1) Given the reactants [CH3:1][N:2]([C-:4]1[CH:8]=[CH:7][CH:6]=[CH:5]1)[CH3:3].[CH-:9]1[CH:13]=[CH:12][CH:11]=[CH:10]1.[Fe+2:14].B(F)(F)F.CCOCC.[Li]CCCC.[CH3:29][Si:30](Cl)([CH3:32])[CH3:31], predict the reaction product. The product is: [CH3:29][Si:30]([CH3:32])([CH3:31])[C:5]1[C-:4]([N:2]([CH3:3])[CH3:1])[CH:8]=[CH:7][CH:6]=1.[CH-:9]1[CH:13]=[CH:12][CH:11]=[CH:10]1.[Fe+2:14]. (2) The product is: [Br:1][C:2]1[CH:3]=[CH:4][C:5]([C:8]2[N:12]([CH2:13][C@@H:14]3[CH2:18][CH2:17][NH:16][CH2:15]3)[C:11](=[O:26])[C:10]3([CH2:31][CH2:30][N:29]([C:32]([O:34][CH3:35])=[O:33])[CH2:28][CH2:27]3)[N:9]=2)=[CH:6][CH:7]=1.[ClH:36]. Given the reactants [Br:1][C:2]1[CH:7]=[CH:6][C:5]([C:8]2[N:12]([CH2:13][C@@H:14]3[CH2:18][CH2:17][N:16](C(OC(C)(C)C)=O)[CH2:15]3)[C:11](=[O:26])[C:10]3([CH2:31][CH2:30][N:29]([C:32]([O:34][CH3:35])=[O:33])[CH2:28][CH2:27]3)[N:9]=2)=[CH:4][CH:3]=1.[ClH:36], predict the reaction product. (3) Given the reactants [CH3:1][C:2]1[CH:7]=[C:6]([C:8]#[N:9])[CH:5]=[CH:4][C:3]=1[C:10]1[CH:15]=[CH:14][C:13]([C:16]([F:19])([F:18])[F:17])=[CH:12][CH:11]=1.O1CCCC1.[CH2:25]([Mg]Br)[CH:26]([CH3:28])[CH3:27].[BH4-].[Na+], predict the reaction product. The product is: [CH3:25][CH:26]([CH3:28])[CH2:27][CH:8]([C:6]1[CH:5]=[CH:4][C:3]([C:10]2[CH:15]=[CH:14][C:13]([C:16]([F:17])([F:18])[F:19])=[CH:12][CH:11]=2)=[C:2]([CH3:1])[CH:7]=1)[NH2:9]. (4) Given the reactants FC(F)(F)S(O[C:7]1[CH:8]=[N:9][C:10]([C:13]([F:16])([F:15])[F:14])=[N:11][CH:12]=1)(=O)=O.[CH3:19][Si:20]([C:23]#[CH:24])([CH3:22])[CH3:21].[Al], predict the reaction product. The product is: [F:14][C:13]([F:16])([F:15])[C:10]1[N:9]=[CH:8][C:7]([C:24]#[C:23][Si:20]([CH3:22])([CH3:21])[CH3:19])=[CH:12][N:11]=1. (5) The product is: [CH3:1][C:2]1[CH:7]=[C:6]([NH:8][C:9]([C:11]2[CH:16]=[C:15]([B:19]3[O:23][C:22]([CH3:25])([CH3:24])[C:21]([CH3:27])([CH3:26])[O:20]3)[CH:14]=[C:13]([CH3:18])[N:12]=2)=[O:10])[CH:5]=[CH:4][N:3]=1. Given the reactants [CH3:1][C:2]1[CH:7]=[C:6]([NH:8][C:9]([C:11]2[CH:16]=[C:15](Br)[CH:14]=[C:13]([CH3:18])[N:12]=2)=[O:10])[CH:5]=[CH:4][N:3]=1.[B:19]1([B:19]2[O:23][C:22]([CH3:25])([CH3:24])[C:21]([CH3:27])([CH3:26])[O:20]2)[O:23][C:22]([CH3:25])([CH3:24])[C:21]([CH3:27])([CH3:26])[O:20]1, predict the reaction product. (6) Given the reactants C(N(CC)CC)C.Cl[C:9]1[C:19]2[O:18][CH2:17][CH2:16][N:15]([CH3:20])[C:14](=[O:21])[C:13]=2[CH:12]=[CH:11][C:10]=1[O:22][C:23]1[CH:24]=[C:25]([CH:35]=[C:36]([O:38][C@@H:39]([CH3:42])[CH2:40][OH:41])[CH:37]=1)[C:26]([NH:28][C:29]1[CH:33]=[CH:32][N:31]([CH3:34])[N:30]=1)=[O:27], predict the reaction product. The product is: [OH:41][CH2:40][C@H:39]([CH3:42])[O:38][C:36]1[CH:35]=[C:25]([CH:24]=[C:23]([O:22][C:10]2[CH:11]=[CH:12][C:13]3[C:14](=[O:21])[N:15]([CH3:20])[CH2:16][CH2:17][O:18][C:19]=3[CH:9]=2)[CH:37]=1)[C:26]([NH:28][C:29]1[CH:33]=[CH:32][N:31]([CH3:34])[N:30]=1)=[O:27]. (7) Given the reactants [NH2:1][C:2]1[CH:3]=[N:4][CH:5]=[CH:6][CH:7]=1.[Cl:8][C:9]1[CH:10]=[C:11]([N:17]2[C:21]([CH3:22])=[C:20]([C:23](=[O:27])[C:24](Cl)=[O:25])[C:19]([CH3:28])=[N:18]2)[CH:12]=[CH:13][C:14]=1[C:15]#[N:16], predict the reaction product. The product is: [Cl:8][C:9]1[CH:10]=[C:11]([N:17]2[C:21]([CH3:22])=[C:20]([C:23](=[O:27])[C:24]([NH:1][C:2]3[CH:3]=[N:4][CH:5]=[CH:6][CH:7]=3)=[O:25])[C:19]([CH3:28])=[N:18]2)[CH:12]=[CH:13][C:14]=1[C:15]#[N:16].